Predict which catalyst facilitates the given reaction. From a dataset of Catalyst prediction with 721,799 reactions and 888 catalyst types from USPTO. (1) Reactant: [NH2:1][C:2]1[CH:9]=[CH:8][C:5]([C:6]#[N:7])=[CH:4][CH:3]=1.C(=O)([O-])[O-].[K+].[K+].[Cl:16][CH2:17][C:18]1[CH:26]=[CH:25][C:21]([C:22](Cl)=[O:23])=[CH:20][CH:19]=1. Product: [Cl:16][CH2:17][C:18]1[CH:26]=[CH:25][C:21]([C:22]([NH:1][C:2]2[CH:9]=[CH:8][C:5]([C:6]#[N:7])=[CH:4][CH:3]=2)=[O:23])=[CH:20][CH:19]=1. The catalyst class is: 21. (2) Reactant: [Br:1][C:2]1[CH:10]=[CH:9][C:8]([S:11](Cl)(=[O:13])=[O:12])=[CH:7][C:3]=1[C:4]([OH:6])=[O:5].O.NN.[C:18]([O-])(=O)[CH3:19].[Na+].C(I)C. Product: [Br:1][C:2]1[CH:10]=[CH:9][C:8]([S:11]([CH2:18][CH3:19])(=[O:13])=[O:12])=[CH:7][C:3]=1[C:4]([OH:6])=[O:5]. The catalyst class is: 1. (3) Reactant: [F:1][C:2]1[CH:11]=[CH:10][CH:9]=[C:8]2[C:3]=1[C:4]([CH3:20])([CH3:19])[C:5](=[O:18])[C:6]([C:13](OCC)=[O:14])=[C:7]2[OH:12].C(N(C(C)C)C(C)C)C.Cl.[NH2:31][CH2:32][C:33]([O:35][C:36]([CH3:39])([CH3:38])[CH3:37])=[O:34]. Product: [F:1][C:2]1[CH:11]=[CH:10][CH:9]=[C:8]2[C:3]=1[C:4]([CH3:19])([CH3:20])[C:5](=[O:18])[C:6]([C:13]([NH:31][CH2:32][C:33]([O:35][C:36]([CH3:39])([CH3:38])[CH3:37])=[O:34])=[O:14])=[C:7]2[OH:12]. The catalyst class is: 12.